Predict the reaction yield, written as a fraction of the theoretical maximum amount of product (1.0 means a 100% yield; for example, 0.34 means a 34% yield). From a dataset of Reaction yield outcomes from USPTO patents with 853,638 reactions. (1) The reactants are [CH3:1][O:2][C:3]1[CH:4]=[C:5]([CH:9]=[CH:10][C:11]=1[O:12][CH3:13])[C:6](Cl)=[O:7].[OH:14][C:15]1[CH:20]=[C:19]([O:21][CH3:22])[CH:18]=[C:17]([O:23][CH3:24])[C:16]=1[C:25](=[O:27])[CH3:26].C(O)C.O. The catalyst is N1C=CC=CC=1. The product is [CH3:1][O:2][C:3]1[CH:4]=[C:5]([CH:9]=[CH:10][C:11]=1[O:12][CH3:13])[C:6]([O:14][C:15]1[CH:20]=[C:19]([O:21][CH3:22])[CH:18]=[C:17]([O:23][CH3:24])[C:16]=1[C:25](=[O:27])[CH3:26])=[O:7]. The yield is 0.730. (2) The reactants are [NH2:1][C:2]1[CH:7]=[CH:6][N:5]=[CH:4][N:3]=1.C1N2CCN(CC2)C1.[Cl:16][C:17]1[CH:18]=[C:19]([S:24](Cl)(=[O:26])=[O:25])[CH:20]=[CH:21][C:22]=1[F:23]. The catalyst is C(#N)C. The product is [Cl:16][C:17]1[CH:18]=[C:19]([S:24]([NH:1][C:2]2[CH:7]=[CH:6][N:5]=[CH:4][N:3]=2)(=[O:25])=[O:26])[CH:20]=[CH:21][C:22]=1[F:23]. The yield is 0.270. (3) The reactants are P(Cl)(Cl)([O:3][C:4]1[CH:9]=[CH:8][CH:7]=[CH:6][CH:5]=1)=O.COC1C=CC([C:20]2[CH:24]=[C:23]([C:25]3[CH:30]=[CH:29][CH:28]=[CH:27][CH:26]=3)[NH:22][C:21]=2[C:31]([NH:33][CH2:34][C:35]2[CH:43]=[CH:42][C:38]([C:39](O)=[O:40])=[CH:37][CH:36]=2)=[O:32])=CC=1.C([S:63][C:64]1[CH:70]=[CH:69][CH:68]=[CH:67][C:65]=1[NH2:66])(C1C=CC=CC=1)(C1C=CC=CC=1)C1C=CC=CC=1.[CH2:71](N(CC)CC)C.FC(F)(F)C(O)=O.C([SiH](CC)CC)C.C([O-])(O)=O.[Na+]. The catalyst is CN(C=O)C.C(Cl)Cl.C(OCC)(=O)C. The product is [CH3:71][O:3][C:4]1[CH:9]=[CH:8][C:7]([C:20]2[CH:24]=[C:23]([C:25]3[CH:26]=[CH:27][CH:28]=[CH:29][CH:30]=3)[NH:22][C:21]=2[C:31]([NH:33][CH2:34][C:35]2[CH:43]=[CH:42][C:38]([C:39]([NH:66][C:65]3[CH:67]=[CH:68][CH:69]=[CH:70][C:64]=3[SH:63])=[O:40])=[CH:37][CH:36]=2)=[O:32])=[CH:6][CH:5]=1. The yield is 0.810. (4) The product is [F:24][C:2]([F:1])([F:23])[CH:3]([C:14]1[CH:15]=[C:16]([Cl:22])[C:17]([Cl:21])=[C:18]([Cl:20])[CH:19]=1)/[CH:4]=[CH:5]/[C:6]1[CH:11]=[CH:10][C:9]([NH:12][NH:13][C:60]([CH:57]2[CH2:59][CH2:58]2)=[O:61])=[CH:8][CH:7]=1. The yield is 0.550. The reactants are [F:1][C:2]([F:24])([F:23])[CH:3]([C:14]1[CH:19]=[C:18]([Cl:20])[C:17]([Cl:21])=[C:16]([Cl:22])[CH:15]=1)/[CH:4]=[CH:5]/[C:6]1[CH:11]=[CH:10][C:9]([NH:12][NH2:13])=[CH:8][CH:7]=1.CCN(C(C)C)C(C)C.C1C=CC2N(O)N=NC=2C=1.O.CCN=C=NCCCN(C)C.Cl.[CH:57]1([C:60](Cl)=[O:61])[CH2:59][CH2:58]1. The catalyst is C(Cl)Cl.C([O-])(O)=O.[Na+]. (5) The reactants are [C:1]([C:3]1[N:4]=[C:5]([N:13]([CH3:26])[C@H:14]2[CH2:18][CH2:17][N:16]([C:19]([O:21][C:22]([CH3:25])([CH3:24])[CH3:23])=[O:20])[CH2:15]2)[C:6]2[C:11]([CH:12]=1)=[CH:10][CH:9]=[CH:8][CH:7]=2)#[N:2].[NH:27]([C:29]([O:31]CC)=O)N.C[N:35]1C(=O)CCC1. The catalyst is CCOC(C)=O. The product is [CH3:26][N:13]([C:5]1[C:6]2[C:11](=[CH:10][CH:9]=[CH:8][CH:7]=2)[CH:12]=[C:3]([C:1]2[NH:27][C:29](=[O:31])[NH:35][N:2]=2)[N:4]=1)[C@H:14]1[CH2:18][CH2:17][N:16]([C:19]([O:21][C:22]([CH3:23])([CH3:25])[CH3:24])=[O:20])[CH2:15]1. The yield is 0.320. (6) The catalyst is CN(C=O)C.CCCCCC.CCOCC. The yield is 0.930. The product is [Br:1][C:2]1[CH:7]=[CH:6][C:5]([CH2:8][C:11]#[N:12])=[C:4]([CH3:10])[CH:3]=1. The reactants are [Br:1][C:2]1[CH:7]=[CH:6][C:5]([CH2:8]Br)=[C:4]([CH3:10])[CH:3]=1.[C-:11]#[N:12].[Na+].O.C([O-])(O)=O.[Na+]. (7) The reactants are [Cl-].[CH2:2]([N+:12]([CH2:15][CH2:16][CH2:17][CH2:18][CH2:19][CH2:20][CH2:21][CH2:22][CH2:23][CH3:24])([CH3:14])[CH3:13])[CH2:3][CH2:4][CH2:5][CH2:6][CH2:7][CH2:8][CH2:9][CH2:10][CH3:11].O.[C:26]([O-:35])(=[O:34])[C:27]1[C:28](=[CH:30][CH:31]=[CH:32][CH:33]=1)[OH:29].[Na+]. The catalyst is C(Cl)(Cl)Cl. The product is [C:26]([O-:35])(=[O:34])[C:27]1[C:28](=[CH:30][CH:31]=[CH:32][CH:33]=1)[OH:29].[CH2:15]([N+:12]([CH2:2][CH2:3][CH2:4][CH2:5][CH2:6][CH2:7][CH2:8][CH2:9][CH2:10][CH3:11])([CH3:14])[CH3:13])[CH2:16][CH2:17][CH2:18][CH2:19][CH2:20][CH2:21][CH2:22][CH2:23][CH3:24]. The yield is 0.950.